Dataset: Catalyst prediction with 721,799 reactions and 888 catalyst types from USPTO. Task: Predict which catalyst facilitates the given reaction. (1) Reactant: Br[C:2]1[N:6]2[CH:7]=[C:8]([CH2:11][C:12]3[N:16]4[N:17]=[C:18]([C:21]5[CH:22]=[N:23][N:24]([CH3:26])[CH:25]=5)[CH:19]=[CH:20][C:15]4=[N:14][CH:13]=3)[CH:9]=[CH:10][C:5]2=[N:4][CH:3]=1.[C:27]([C:29]1[CH:30]=[C:31](B(O)O)[CH:32]=[CH:33][CH:34]=1)#[N:28].C([O-])([O-])=O.[Na+].[Na+].CCOC(C)=O. Product: [CH3:26][N:24]1[CH:25]=[C:21]([C:18]2[CH:19]=[CH:20][C:15]3[N:16]([C:12]([CH2:11][C:8]4[CH:9]=[CH:10][C:5]5[N:6]([C:2]([C:33]6[CH:34]=[C:29]([CH:30]=[CH:31][CH:32]=6)[C:27]#[N:28])=[CH:3][N:4]=5)[CH:7]=4)=[CH:13][N:14]=3)[N:17]=2)[CH:22]=[N:23]1. The catalyst class is: 104. (2) The catalyst class is: 54. Product: [CH3:3][C:4]1[NH:8][N:7]=[CH:6][C:5]=1[C:9]1[S:17][C:16]2[C:15](=[O:18])[NH:14][C:13]([C@@H:19]3[CH2:24][CH2:23][CH2:22][CH2:21][N:20]3[C:32]([O:34][C:35]([CH3:38])([CH3:37])[CH3:36])=[O:33])=[N:12][C:11]=2[CH:10]=1. Reactant: Cl.Cl.[CH3:3][C:4]1[NH:8][N:7]=[CH:6][C:5]=1[C:9]1[S:17][C:16]2[C:15](=[O:18])[NH:14][C:13]([C@@H:19]3[CH2:24][CH2:23][CH2:22][CH2:21][NH:20]3)=[N:12][C:11]=2[CH:10]=1.C(N(CC)CC)C.[C:32](O[C:32]([O:34][C:35]([CH3:38])([CH3:37])[CH3:36])=[O:33])([O:34][C:35]([CH3:38])([CH3:37])[CH3:36])=[O:33].[Cl-].[NH4+]. (3) Reactant: [CH:1]([C:3]1[Se:7][C:6]([C:8]([O:10]C)=[O:9])=[CH:5][CH:4]=1)=[O:2].[OH-:12].[Na+].Cl. Product: [Se:7]1[C:6]([C:8]([OH:10])=[O:9])=[CH:5][CH:4]=[C:3]1[C:1]([OH:2])=[O:12]. The catalyst class is: 716. (4) Reactant: Cl.[F:2][C:3]1[CH:8]=[CH:7][C:6]([CH:9]2[CH2:14][CH2:13][NH:12][CH2:11][CH2:10]2)=[CH:5][CH:4]=1.CCN(CC)CC.[Cl:22][S:23](O)(=[O:25])=[O:24].P(Cl)(Cl)(Cl)(Cl)Cl. Product: [F:2][C:3]1[CH:8]=[CH:7][C:6]([CH:9]2[CH2:10][CH2:11][N:12]([S:23]([Cl:22])(=[O:25])=[O:24])[CH2:13][CH2:14]2)=[CH:5][CH:4]=1. The catalyst class is: 2. (5) Reactant: [Si]([O:8][CH2:9][C:10]1[CH:11]=[CH:12][CH:13]=[C:14]2[C:18]=1[NH:17][CH:16]=[C:15]2[C:19](=[O:28])[CH:20](Cl)[C:21]1[CH:26]=[CH:25][CH:24]=[CH:23][CH:22]=1)(C(C)(C)C)(C)C.[CH3:29][O:30][C:31]1[CH:32]=[C:33]([CH:35]=[C:36]([O:38][CH3:39])[CH:37]=1)[NH2:34]. Product: [CH3:39][O:38][C:36]1[CH:35]=[C:33]([NH:34][CH:20]([C:21]2[CH:26]=[CH:25][CH:24]=[CH:23][CH:22]=2)[C:19]([C:15]2[C:14]3[C:18](=[C:10]([CH2:9][OH:8])[CH:11]=[CH:12][CH:13]=3)[NH:17][CH:16]=2)=[O:28])[CH:32]=[C:31]([O:30][CH3:29])[CH:37]=1. The catalyst class is: 10. (6) Reactant: [Cl-].O[NH3+:3].[C:4](=[O:7])([O-])[OH:5].[Na+].CS(C)=O.[CH:13]([O:16][C:17]1[CH:22]=[CH:21][C:20]([N:23]2[C:28](=[O:29])[C:27]([CH2:30][C:31]3[CH:36]=[CH:35][C:34]([C:37]4[C:38]([C:43]#[N:44])=[CH:39][CH:40]=[CH:41][CH:42]=4)=[CH:33][CH:32]=3)=[C:26]([CH2:45][CH2:46][CH3:47])[N:25]=[CH:24]2)=[CH:19][CH:18]=1)([CH3:15])[CH3:14]. Product: [CH:13]([O:16][C:17]1[CH:18]=[CH:19][C:20]([N:23]2[C:28](=[O:29])[C:27]([CH2:30][C:31]3[CH:36]=[CH:35][C:34]([C:37]4[CH:42]=[CH:41][CH:40]=[CH:39][C:38]=4[C:43]4[NH:3][C:4](=[O:7])[O:5][N:44]=4)=[CH:33][CH:32]=3)=[C:26]([CH2:45][CH2:46][CH3:47])[N:25]=[CH:24]2)=[CH:21][CH:22]=1)([CH3:15])[CH3:14]. The catalyst class is: 13.